From a dataset of Forward reaction prediction with 1.9M reactions from USPTO patents (1976-2016). Predict the product of the given reaction. (1) Given the reactants [CH3:1][O:2][C:3]([C:5]1[CH:10]=[CH:9][C:8](B(O)O)=[CH:7][CH:6]=1)=[O:4].Br[C:15]1[C:19]2[O:20][C:21]([N:25]3[CH2:30][CH2:29][O:28][CH2:27][CH2:26]3)=[CH:22][C:23](=[O:24])[C:18]=2[S:17][CH:16]=1.C(=O)([O-])[O-].[Cs+].[Cs+], predict the reaction product. The product is: [O:28]1[CH2:29][CH2:30][N:25]([C:21]2[O:20][C:19]3[C:15]([C:8]4[CH:9]=[CH:10][C:5]([C:3]([O:2][CH3:1])=[O:4])=[CH:6][CH:7]=4)=[CH:16][S:17][C:18]=3[C:23](=[O:24])[CH:22]=2)[CH2:26][CH2:27]1. (2) Given the reactants [F:1][C:2]([F:41])([F:40])[C:3]1[CH:4]=[C:5]([C@H:13]([O:15][C@H:16]2[CH2:21][CH2:20][N:19]([C:22](OC3C=CC([N+]([O-])=O)=CC=3)=[O:23])[CH2:18][C@H:17]2[C:34]2[CH:39]=[CH:38][CH:37]=[CH:36][CH:35]=2)[CH3:14])[CH:6]=[C:7]([C:9]([F:12])([F:11])[F:10])[CH:8]=1.N1CCN([N:48]2[CH2:53][CH2:52][O:51][CH2:50][C:49]2=[O:54])CC1, predict the reaction product. The product is: [F:1][C:2]([F:41])([F:40])[C:3]1[CH:4]=[C:5]([C@H:13]([O:15][C@H:16]2[CH2:21][CH2:20][N:19]([C:22]([N:19]3[CH2:20][CH2:21][CH:16]([N:48]4[CH2:53][CH2:52][O:51][CH2:50][C:49]4=[O:54])[CH2:17][CH2:18]3)=[O:23])[CH2:18][C@H:17]2[C:34]2[CH:35]=[CH:36][CH:37]=[CH:38][CH:39]=2)[CH3:14])[CH:6]=[C:7]([C:9]([F:11])([F:10])[F:12])[CH:8]=1.